This data is from Forward reaction prediction with 1.9M reactions from USPTO patents (1976-2016). The task is: Predict the product of the given reaction. (1) Given the reactants Br[C:2]1(Br)[CH2:8][O:7][C:6]2[CH:9]=[CH:10][C:11]([I:13])=[CH:12][C:5]=2[N:4]2[N:14]=[C:15]([C:17]([O:19][CH2:20][CH3:21])=[O:18])[CH:16]=[C:3]12.CC(C)=[O:25], predict the reaction product. The product is: [I:13][C:11]1[CH:10]=[CH:9][C:6]2[O:7][CH2:8][C:2](=[O:25])[C:3]3[N:4]([N:14]=[C:15]([C:17]([O:19][CH2:20][CH3:21])=[O:18])[CH:16]=3)[C:5]=2[CH:12]=1. (2) Given the reactants [CH:1]1([O:6][C:7]2[N:15]=[C:14]3[C:10]([N:11]=[CH:12][N:13]3[C@H:16]3[C@H:23]4[C@H:19]([O:20]C(C)(C)[O:22]4)[C@:18]([CH2:28][I:29])([O:26][CH3:27])[O:17]3)=[C:9]([NH2:30])[N:8]=2)[CH2:5][CH2:4][CH2:3][CH2:2]1, predict the reaction product. The product is: [NH2:30][C:9]1[N:8]=[C:7]([O:6][CH:1]2[CH2:2][CH2:3][CH2:4][CH2:5]2)[N:15]=[C:14]2[C:10]=1[N:11]=[CH:12][N:13]2[C@@H:16]1[O:17][C@@:18]([CH2:28][I:29])([O:26][CH3:27])[C@@H:19]([OH:20])[C@H:23]1[OH:22]. (3) Given the reactants [OH:1][CH2:2][C:3]1[CH:8]=[CH:7][C:6]([C:9]2[S:13][C:12]([C:14](OC)=[O:15])=[C:11]([NH:18][CH2:19][C:20]3[CH:25]=[CH:24][C:23]([CH3:26])=[CH:22][CH:21]=3)[CH:10]=2)=[CH:5][CH:4]=1.C[O-].[Na+].[CH:30]([NH2:32])=O, predict the reaction product. The product is: [OH:1][CH2:2][C:3]1[CH:4]=[CH:5][C:6]([C:9]2[S:13][C:12]3[C:14](=[O:15])[N:32]=[CH:30][N:18]([CH2:19][C:20]4[CH:21]=[CH:22][C:23]([CH3:26])=[CH:24][CH:25]=4)[C:11]=3[CH:10]=2)=[CH:7][CH:8]=1. (4) Given the reactants [CH2:1]([C@@H:8]1[CH2:12][O:11][C:10](=[O:13])[N:9]1[C:14](=[O:19])[CH2:15][CH2:16][CH:17]=[CH2:18])[C:2]1[CH:7]=[CH:6][CH:5]=[CH:4][CH:3]=1.[Li+].CC([N-]C(C)C)C.Br[CH2:29][C:30]1[C:35]([Cl:36])=[CH:34][C:33]([O:37][CH3:38])=[CH:32][C:31]=1[Cl:39], predict the reaction product. The product is: [CH2:1]([CH:8]1[CH2:12][O:11][C:10](=[O:13])[N:9]1[C:14](=[O:19])[C@H:15]([CH2:29][C:30]1[C:31]([Cl:39])=[CH:32][C:33]([O:37][CH3:38])=[CH:34][C:35]=1[Cl:36])[CH2:16][CH:17]=[CH2:18])[C:2]1[CH:3]=[CH:4][CH:5]=[CH:6][CH:7]=1. (5) Given the reactants [CH3:1][S:2]([C:5]1[CH:6]=[CH:7][C:8]([O:11][CH2:12][CH2:13][C@@H:14]2[CH2:16][C@@H:15]2[CH:17]2[CH2:22][CH2:21][N:20]([C:23]#[N:24])[CH2:19][CH2:18]2)=[N:9][CH:10]=1)(=[O:4])=[O:3].[OH:25][NH:26][C:27](=N)[CH2:28][O:29][CH3:30], predict the reaction product. The product is: [CH3:30][O:29][CH2:28][C:27]1[N:24]=[C:23]([N:20]2[CH2:19][CH2:18][CH:17]([C@H:15]3[CH2:16][C@H:14]3[CH2:13][CH2:12][O:11][C:8]3[CH:7]=[CH:6][C:5]([S:2]([CH3:1])(=[O:3])=[O:4])=[CH:10][N:9]=3)[CH2:22][CH2:21]2)[O:25][N:26]=1. (6) Given the reactants C([O:3][C:4]([C:6]1[C:7]([CH2:14][F:15])=[N:8][N:9]([CH3:13])[C:10]=1[CH2:11][F:12])=[O:5])C.[OH-].[Na+], predict the reaction product. The product is: [CH3:13][N:9]1[C:10]([CH2:11][F:12])=[C:6]([C:4]([OH:5])=[O:3])[C:7]([CH2:14][F:15])=[N:8]1. (7) Given the reactants [Cl:1][C:2]1[C:15]([Cl:16])=[CH:14][CH:13]=[CH:12][C:3]=1[O:4][C:5]1[CH:10]=[N:9][NH:8][C:7](=[O:11])[CH:6]=1.C[O:18][C:19](=[O:28])[CH:20](Br)[CH2:21][CH:22]1[CH2:26][CH2:25][CH2:24][CH2:23]1, predict the reaction product. The product is: [CH:22]1([CH2:21][CH:20]([N:8]2[C:7](=[O:11])[CH:6]=[C:5]([O:4][C:3]3[CH:12]=[CH:13][CH:14]=[C:15]([Cl:16])[C:2]=3[Cl:1])[CH:10]=[N:9]2)[C:19]([OH:28])=[O:18])[CH2:26][CH2:25][CH2:24][CH2:23]1. (8) Given the reactants [NH:1]1[CH2:6][CH2:5][CH:4]([N:7]2[C:11]3[CH:12]=[CH:13][CH:14]=[CH:15][C:10]=3[N:9]=[CH:8]2)[CH2:3][CH2:2]1.Cl[CH2:17][CH2:18][CH2:19][O:20][C:21]1[CH:26]=[CH:25][C:24]([F:27])=[CH:23][CH:22]=1.C([O-])([O-])=O.[K+].[K+].O, predict the reaction product. The product is: [F:27][C:24]1[CH:25]=[CH:26][C:21]([O:20][CH2:19][CH2:18][CH2:17][N:1]2[CH2:2][CH2:3][CH:4]([N:7]3[C:11]4[CH:12]=[CH:13][CH:14]=[CH:15][C:10]=4[N:9]=[CH:8]3)[CH2:5][CH2:6]2)=[CH:22][CH:23]=1. (9) Given the reactants [C:1]([O:5][C:6]([N:8]1[CH2:13][C@@H:12]([N:14]([C:19]([C:21]2[N:25]([CH2:26][CH2:27][CH2:28][CH2:29][O:30][CH3:31])[C:24]3[C:32]([F:36])=[CH:33][CH:34]=[CH:35][C:23]=3[N:22]=2)=[O:20])[CH2:15][CH:16]([CH3:18])[CH3:17])[CH2:11][C@@H:10]([C:37](O)=[O:38])[CH2:9]1)=[O:7])([CH3:4])([CH3:3])[CH3:2].[NH:40]1[CH2:44][CH2:43][CH2:42][CH2:41]1.C1C=CC2N(O)N=NC=2C=1.CCN=C=NCCCN(C)C.Cl, predict the reaction product. The product is: [F:36][C:32]1[C:24]2[N:25]([CH2:26][CH2:27][CH2:28][CH2:29][O:30][CH3:31])[C:21]([C:19]([N:14]([CH2:15][CH:16]([CH3:18])[CH3:17])[C@H:12]3[CH2:11][C@@H:10]([C:37]([N:40]4[CH2:44][CH2:43][CH2:42][CH2:41]4)=[O:38])[CH2:9][N:8]([C:6]([O:5][C:1]([CH3:3])([CH3:4])[CH3:2])=[O:7])[CH2:13]3)=[O:20])=[N:22][C:23]=2[CH:35]=[CH:34][CH:33]=1.